From a dataset of Forward reaction prediction with 1.9M reactions from USPTO patents (1976-2016). Predict the product of the given reaction. (1) Given the reactants CC1C=[CH:6][C:5]([CH:8]([C:14]2[CH:19]=[CH:18][C:17](C)=[CH:16][CH:15]=2)[C:9](=O)[CH:10]([CH3:12])[CH3:11])=[CH:4]C=1.[CH2:21]([SiH](CC)CC)C.FC(F)(F)C(O)=O.BrC1C=CC=CC=1C1CCCCC=1.C1COCC1, predict the reaction product. The product is: [CH3:6][C:5]1[CH:4]=[CH:12][C:10]([CH3:11])=[CH:9][C:8]=1[C:14]1[CH:15]=[CH:16][CH:17]=[C:18]([CH3:21])[CH:19]=1. (2) Given the reactants [C:1]([O:5][C:6]([NH:8][CH2:9][C:10]([OH:12])=O)=[O:7])([CH3:4])([CH3:3])[CH3:2].[NH2:13][C:14]1[CH:19]=[CH:18][C:17]([Br:20])=[CH:16][N:15]=1.Cl.CN(C)CCCN=C=NCC.O, predict the reaction product. The product is: [C:1]([O:5][C:6]([NH:8][CH2:9][C:10]([NH:13][C:14]1[CH:19]=[CH:18][C:17]([Br:20])=[CH:16][N:15]=1)=[O:12])=[O:7])([CH3:2])([CH3:3])[CH3:4]. (3) The product is: [NH2:9][C:3]1[C:2]([F:1])=[CH:7][N:6]([C:20]([NH:19][CH:14]2[CH2:18][CH2:17][CH2:16][CH2:15]2)=[O:21])[C:5](=[O:8])[N:4]=1. Given the reactants [F:1][C:2]1[C:3]([N:9]=CN(C)C)=[N:4][C:5]([OH:8])=[N:6][CH:7]=1.[CH:14]1([N:19]=[C:20]=[O:21])[CH2:18][CH2:17][CH2:16][CH2:15]1, predict the reaction product. (4) Given the reactants O[C@H]1CCOC1.CC([O-])(C)C.[K+].[CH3:13][O:14][C:15]([C:17]1[S:18][C:19](C#CC(C)(C)C)=[CH:20][C:21]=1NC1CCC2(OC2)CC1)=[O:16].C(O)(=O)CC(CC(O)=O)(C(O)=O)O.C[Si](C=[N+]=[N-])(C)C, predict the reaction product. The product is: [CH3:13][O:14][C:15]([C:17]1[S:18][CH:19]=[CH:20][CH:21]=1)=[O:16]. (5) Given the reactants [C:1]([O:5][C:6]([N:8]1[CH2:13][CH2:12][CH:11]([CH2:14][CH2:15][OH:16])[CH2:10][CH2:9]1)=[O:7])([CH3:4])([CH3:3])[CH3:2].[H-].[Na+].[CH3:19][C:20]1[CH:27]=[CH:26][C:23]([CH2:24]Br)=[CH:22][CH:21]=1.[NH4+].[Cl-], predict the reaction product. The product is: [C:1]([O:5][C:6]([N:8]1[CH2:13][CH2:12][CH:11]([CH2:14][CH2:15][O:16][CH2:19][C:20]2[CH:27]=[CH:26][C:23]([CH3:24])=[CH:22][CH:21]=2)[CH2:10][CH2:9]1)=[O:7])([CH3:4])([CH3:3])[CH3:2]. (6) The product is: [O:7]=[C:5]1[N:21]([C:20]2[CH:19]=[CH:18][C:17]([O:10][C:11]3[CH:16]=[CH:15][CH:14]=[CH:13][CH:12]=3)=[CH:23][CH:22]=2)[CH2:3][CH:2]([C:1]([OH:9])=[O:8])[CH2:4]1. Given the reactants [C:1]([OH:9])(=[O:8])[C:2]([CH2:4][C:5]([OH:7])=O)=[CH2:3].[O:10]([C:17]1[CH:23]=[CH:22][C:20]([NH2:21])=[CH:19][CH:18]=1)[C:11]1[CH:16]=[CH:15][CH:14]=[CH:13][CH:12]=1, predict the reaction product. (7) Given the reactants [CH:1]1([C:4]([NH:6][C:7]2[S:8][CH:9]=[C:10]([C:12]3[CH:19]=[CH:18][C:15]([CH2:16][NH2:17])=[CH:14][CH:13]=3)[N:11]=2)=[O:5])[CH2:3][CH2:2]1.[Cl:20][C:21]1[CH:37]=[CH:36][C:24]2[CH2:25][CH2:26][N:27]([C:30](=[O:35])[C:31]([F:34])([F:33])[F:32])[CH2:28][CH2:29][C:23]=2[C:22]=1OS(C(F)(F)F)(=O)=O.C1C=CC(P(C2C(C3C(P(C4C=CC=CC=4)C4C=CC=CC=4)=CC=C4C=3C=CC=C4)=C3C(C=CC=C3)=CC=2)C2C=CC=CC=2)=CC=1.C(=O)([O-])[O-].[Cs+].[Cs+], predict the reaction product. The product is: [Cl:20][C:21]1[CH:37]=[CH:36][C:24]2[CH2:25][CH2:26][N:27]([C:30](=[O:35])[C:31]([F:32])([F:34])[F:33])[CH2:28][CH2:29][C:23]=2[C:22]=1[NH:17][CH2:16][C:15]1[CH:14]=[CH:13][C:12]([C:10]2[N:11]=[C:7]([NH:6][C:4]([CH:1]3[CH2:3][CH2:2]3)=[O:5])[S:8][CH:9]=2)=[CH:19][CH:18]=1.